From a dataset of Peptide-MHC class I binding affinity with 185,985 pairs from IEDB/IMGT. Regression. Given a peptide amino acid sequence and an MHC pseudo amino acid sequence, predict their binding affinity value. This is MHC class I binding data. (1) The peptide sequence is AEDLRTLQQL. The MHC is H-2-Kk with pseudo-sequence H-2-Kk. The binding affinity (normalized) is 0.175. (2) The peptide sequence is YAHINALEY. The MHC is HLA-A33:01 with pseudo-sequence HLA-A33:01. The binding affinity (normalized) is 0. (3) The peptide sequence is AGPFSQHNY. The MHC is HLA-A30:02 with pseudo-sequence HLA-A30:02. The binding affinity (normalized) is 0.431. (4) The peptide sequence is ILKEPVHGV. The MHC is HLA-B35:03 with pseudo-sequence HLA-B35:03. The binding affinity (normalized) is 0.